This data is from Catalyst prediction with 721,799 reactions and 888 catalyst types from USPTO. The task is: Predict which catalyst facilitates the given reaction. (1) Reactant: [Cl:1][C:2]1[CH:3]=[CH:4][C:5]([F:20])=[C:6]([C:8]2[N:9]=[C:10]([OH:19])[C:11]3[CH:17]=[CH:16][C:15](F)=[N:14][C:12]=3[N:13]=2)[CH:7]=1.[CH3:21][N:22]([CH3:26])[CH2:23][CH2:24][NH2:25]. Product: [Cl:1][C:2]1[CH:3]=[CH:4][C:5]([F:20])=[C:6]([C:8]2[N:9]=[C:10]([OH:19])[C:11]3[CH:17]=[CH:16][C:15]([NH:25][CH2:24][CH2:23][N:22]([CH3:26])[CH3:21])=[N:14][C:12]=3[N:13]=2)[CH:7]=1. The catalyst class is: 32. (2) Reactant: [N+:1]([C:4]1[CH:5]=[N:6][N:7]([CH2:9][CH:10]2[CH2:13][O:12][CH2:11]2)[CH:8]=1)([O-:3])=[O:2].[Li+].C[Si]([N-][Si](C)(C)C)(C)C.[Cl:24]C(Cl)(Cl)C(Cl)(Cl)Cl. Product: [Cl:24][C:8]1[N:7]([CH2:9][CH:10]2[CH2:11][O:12][CH2:13]2)[N:6]=[CH:5][C:4]=1[N+:1]([O-:3])=[O:2]. The catalyst class is: 1. (3) Reactant: Cl[C:2]1[N:7]=[CH:6][C:5]([N:8]2[C:12]([C:13]3[CH:18]=[CH:17][CH:16]=[CH:15][CH:14]=3)=[CH:11][C:10]([C:19]([N:21]3[CH2:26][CH2:25][N:24]([CH3:27])[CH2:23][CH2:22]3)=[O:20])=[N:9]2)=[CH:4][CH:3]=1.[CH:28]1([NH2:31])[CH2:30][CH2:29]1. Product: [CH:28]1([NH:31][C:2]2[N:7]=[CH:6][C:5]([N:8]3[C:12]([C:13]4[CH:18]=[CH:17][CH:16]=[CH:15][CH:14]=4)=[CH:11][C:10]([C:19]([N:21]4[CH2:26][CH2:25][N:24]([CH3:27])[CH2:23][CH2:22]4)=[O:20])=[N:9]3)=[CH:4][CH:3]=2)[CH2:30][CH2:29]1. The catalyst class is: 12. (4) Reactant: S(Cl)([Cl:3])=O.[C:5]([N:8]1[CH2:13][CH2:12][CH:11]([CH2:14][CH2:15][C:16]([OH:18])=O)[CH2:10][CH2:9]1)(=[O:7])[CH3:6]. The catalyst class is: 27. Product: [C:5]([N:8]1[CH2:13][CH2:12][CH:11]([CH2:14][CH2:15][C:16]([Cl:3])=[O:18])[CH2:10][CH2:9]1)(=[O:7])[CH3:6]. (5) Reactant: [CH3:1][C:2]1[N:7]=[C:6]2[S:8][C:9]3[CH:14]=[CH:13][CH:12]=[CH:11][C:10]=3[C:5]2=[C:4]([C:15]2[CH:20]=[CH:19][C:18]([CH3:21])=[CH:17][CH:16]=2)[C:3]=1[CH2:22][C:23]([O:25][CH3:26])=[O:24].[Li+].C[Si]([N-][Si](C)(C)C)(C)C.[CH2:37]1[CH2:41]OC[CH2:38]1.ICCC. Product: [CH3:1][C:2]1[N:7]=[C:6]2[S:8][C:9]3[CH:14]=[CH:13][CH:12]=[CH:11][C:10]=3[C:5]2=[C:4]([C:15]2[CH:20]=[CH:19][C:18]([CH3:21])=[CH:17][CH:16]=2)[C:3]=1[CH:22]([CH2:38][CH2:37][CH3:41])[C:23]([O:25][CH3:26])=[O:24]. The catalyst class is: 3. (6) Reactant: [N+:1]([C:4]1[CH:16]=[CH:15][C:7]([CH2:8][N:9]2[CH2:14][CH2:13][CH2:12][CH2:11][CH2:10]2)=[CH:6][CH:5]=1)([O-])=O.Cl.[OH-:18].[Na+].N1([CH2:26][NH:27][C:28]2[CH:33]=[CH:32][CH:31]=[CH:30][CH:29]=2)CCCCC1.[C:34](O)(=O)[CH3:35]. Product: [N:9]1([CH2:8][C:7]2[CH:15]=[CH:16][C:4]([NH:1][CH:34]=[C:35]3[C:29]4[C:28](=[CH:33][CH:32]=[CH:31][CH:30]=4)[NH:27][C:26]3=[O:18])=[CH:5][CH:6]=2)[CH2:14][CH2:13][CH2:12][CH2:11][CH2:10]1. The catalyst class is: 6.